Dataset: HIV replication inhibition screening data with 41,000+ compounds from the AIDS Antiviral Screen. Task: Binary Classification. Given a drug SMILES string, predict its activity (active/inactive) in a high-throughput screening assay against a specified biological target. (1) The drug is COc1ccc(CCNC(=O)CCc2ccccc2CO)cc1OC. The result is 0 (inactive). (2) The drug is CC1CCN(C(C)(C)C)P(=O)(Cc2ccccc2)O1. The result is 0 (inactive). (3) The compound is COc1ccc(-n2c(C)nc3ccc(NC4OCC(OC(C)=O)C(OC(C)=O)C4OC(C)=O)cc3c2=O)cc1. The result is 0 (inactive). (4) The compound is CCOc1ccc(NC(=O)C(=O)C2C(=O)Nc3ccccc3S2=O)cc1. The result is 0 (inactive). (5) The compound is Cc1c(C(=O)CC(=NNC(=O)c2ccccc2)C(=O)Nc2ccc(Cl)cc2)[n+]([O-])c2ccccc2[n+]1[O-]. The result is 0 (inactive). (6) The drug is COc1ccc2nc3cc(Cl)ccc3c(Sc3ccc([N+](=O)[O-])cc3C)c2c1. The result is 0 (inactive).